From a dataset of NCI-60 drug combinations with 297,098 pairs across 59 cell lines. Regression. Given two drug SMILES strings and cell line genomic features, predict the synergy score measuring deviation from expected non-interaction effect. (1) Drug 1: C1=C(C(=O)NC(=O)N1)N(CCCl)CCCl. Drug 2: CC(C)(C#N)C1=CC(=CC(=C1)CN2C=NC=N2)C(C)(C)C#N. Cell line: SK-MEL-5. Synergy scores: CSS=27.4, Synergy_ZIP=-9.28, Synergy_Bliss=-2.47, Synergy_Loewe=-1.90, Synergy_HSA=-1.88. (2) Synergy scores: CSS=79.0, Synergy_ZIP=1.85, Synergy_Bliss=2.07, Synergy_Loewe=-1.93, Synergy_HSA=2.68. Drug 2: C(CCl)NC(=O)N(CCCl)N=O. Cell line: SR. Drug 1: CN(CCCl)CCCl.Cl. (3) Cell line: A498. Drug 2: CC1CCC2CC(C(=CC=CC=CC(CC(C(=O)C(C(C(=CC(C(=O)CC(OC(=O)C3CCCCN3C(=O)C(=O)C1(O2)O)C(C)CC4CCC(C(C4)OC)OCCO)C)C)O)OC)C)C)C)OC. Synergy scores: CSS=15.3, Synergy_ZIP=-2.85, Synergy_Bliss=-0.498, Synergy_Loewe=-52.5, Synergy_HSA=-1.28. Drug 1: CCC1=C2CN3C(=CC4=C(C3=O)COC(=O)C4(CC)O)C2=NC5=C1C=C(C=C5)O. (4) Cell line: T-47D. Drug 2: COC1=C2C(=CC3=C1OC=C3)C=CC(=O)O2. Drug 1: CN(CCCl)CCCl.Cl. Synergy scores: CSS=15.2, Synergy_ZIP=-6.30, Synergy_Bliss=2.61, Synergy_Loewe=-13.6, Synergy_HSA=0.894. (5) Drug 1: CC12CCC3C(C1CCC2=O)CC(=C)C4=CC(=O)C=CC34C. Drug 2: N.N.Cl[Pt+2]Cl. Cell line: DU-145. Synergy scores: CSS=45.0, Synergy_ZIP=1.11, Synergy_Bliss=2.83, Synergy_Loewe=4.20, Synergy_HSA=3.41.